From a dataset of Reaction yield outcomes from USPTO patents with 853,638 reactions. Predict the reaction yield, written as a fraction of the theoretical maximum amount of product (1.0 means a 100% yield; for example, 0.34 means a 34% yield). (1) The reactants are [OH:1][CH2:2][CH2:3][CH2:4][C:5]1[C:10](=[O:11])[N:9](CC2C=CC(OC)=CC=2)[NH:8][C:7](=[O:21])[CH:6]=1.C1(OC)C=CC=CC=1. The catalyst is C(O)(C(F)(F)F)=O. The product is [OH:1][CH2:2][CH2:3][CH2:4][C:5]1[C:10](=[O:11])[NH:9][NH:8][C:7](=[O:21])[CH:6]=1. The yield is 0.920. (2) The reactants are P(Cl)(Cl)([Cl:3])=O.[Cl:6][C:7]1[CH:16]=[C:15]2[C:10]([C:11](O)=[CH:12][CH:13]=[N:14]2)=[CH:9][CH:8]=1. No catalyst specified. The product is [Cl:3][C:11]1[C:10]2[C:15](=[CH:16][C:7]([Cl:6])=[CH:8][CH:9]=2)[N:14]=[CH:13][CH:12]=1. The yield is 0.885. (3) The reactants are [F:1][C:2]1[CH:7]=[CH:6][CH:5]=[CH:4][C:3]=1[C@@H:8]([N:20]1[CH2:25][CH2:24][CH2:23][CH2:22][CH2:21]1)[C:9]([O:11][C@H](C1C=CC=CC=1)C)=[O:10]. The catalyst is C(O)C.[OH-].[OH-].[Pd+2]. The product is [F:1][C:2]1[CH:7]=[CH:6][CH:5]=[CH:4][C:3]=1[C@@H:8]([N:20]1[CH2:25][CH2:24][CH2:23][CH2:22][CH2:21]1)[C:9]([OH:11])=[O:10]. The yield is 0.980. (4) The reactants are C([O:8][C:9]1[C:14]2[CH:15]=[C:16]([C:18]3[N:19]=[C:20]4[N:24]([CH:25]=3)[N:23]=[C:22]([O:26][CH3:27])[S:21]4)[O:17][C:13]=2[CH:12]=[CH:11][CH:10]=1)C1C=CC=CC=1.CC1C(C)=C(C)C(C)=C(C)C=1.B(Cl)(Cl)Cl. The catalyst is ClCCl. The product is [CH3:27][O:26][C:22]1[S:21][C:20]2=[N:19][C:18]([C:16]3[O:17][C:13]4[C:14](=[C:9]([OH:8])[CH:10]=[CH:11][CH:12]=4)[CH:15]=3)=[CH:25][N:24]2[N:23]=1. The yield is 0.720. (5) The reactants are N1C=CN=C1.[I:6]I.C1(P(C2C=CC=CC=2)C2C=CC=CC=2)C=CC=CC=1.[F:27][C@H:28]([CH2:38]O)[CH2:29][NH:30][C:31](=[O:37])[O:32][C:33]([CH3:36])([CH3:35])[CH3:34]. The catalyst is C(Cl)Cl. The product is [F:27][C@H:28]([CH2:38][I:6])[CH2:29][NH:30][C:31](=[O:37])[O:32][C:33]([CH3:36])([CH3:35])[CH3:34]. The yield is 0.620. (6) The reactants are [F:1][C:2]1[CH:7]=[CH:6][C:5]([OH:8])=[CH:4][CH:3]=1.C(=O)([O-])[O-].[K+].[K+].Br[CH:16]([C:18](=[O:21])[CH2:19][CH3:20])[CH3:17]. The catalyst is CN(C)C=O.O. The product is [F:1][C:2]1[CH:7]=[CH:6][C:5]([O:8][CH:16]([C:18](=[O:21])[CH2:19][CH3:20])[CH3:17])=[CH:4][CH:3]=1. The yield is 0.408.